This data is from Reaction yield outcomes from USPTO patents with 853,638 reactions. The task is: Predict the reaction yield, written as a fraction of the theoretical maximum amount of product (1.0 means a 100% yield; for example, 0.34 means a 34% yield). (1) The reactants are [CH2:1]([O:3][C:4](=[O:15])[C:5](O)=[CH:6][C:7]([CH:9]1[CH2:13][CH2:12][CH2:11][CH2:10]1)=[O:8])[CH3:2].Cl.[NH2:17]O. The catalyst is C(O)C.C1COCC1. The product is [CH2:1]([O:3][C:4]([C:5]1[CH:6]=[C:7]([CH:9]2[CH2:13][CH2:12][CH2:11][CH2:10]2)[O:8][N:17]=1)=[O:15])[CH3:2]. The yield is 0.550. (2) The product is [CH3:1][O:2][C:3](=[O:32])[C@H:4]([NH:21][C:22]([O:24][CH2:25][C:26]1[CH:27]=[CH:28][CH:29]=[CH:30][CH:31]=1)=[O:23])[CH2:5][C:6]1[C:7]([CH2:16][OH:17])=[C:8]2[C:12](=[C:13]([Cl:15])[CH:14]=1)[NH:11][N:10]=[CH:9]2. The reactants are [CH3:1][O:2][C:3](=[O:32])[C@H:4]([NH:21][C:22]([O:24][CH2:25][C:26]1[CH:31]=[CH:30][CH:29]=[CH:28][CH:27]=1)=[O:23])[CH2:5][C:6]1[C:7]([CH2:16][O:17]C(=O)C)=[C:8]2[C:12](=[C:13]([Cl:15])[CH:14]=1)[NH:11][N:10]=[CH:9]2.COC(=O)[C@H](NC(OCC1C=CC=CC=1)=O)CC1C=CC(NC(OC(C)(C)C)=O)=C(C)C=1CO. No catalyst specified. The yield is 0.950. (3) The reactants are I[C:2]1[CH:29]=[CH:28][C:5]2[N:6]([CH2:9][C:10]3[CH:15]=[CH:14][C:13]([O:16][CH2:17][C:18]4[CH:19]=[N:20][C:21]([O:24][CH3:25])=[CH:22][CH:23]=4)=[C:12]([O:26][CH3:27])[CH:11]=3)[CH:7]=[N:8][C:4]=2[CH:3]=1.[CH3:30][N:31]1[CH2:36][CH2:35][NH:34][CH2:33][CH2:32]1.C(=O)([O-])[O-].[Na+].[Na+].N1CCC[C@H]1C(O)=O. The catalyst is CS(C)=O.[Cu]I. The product is [CH3:27][O:26][C:12]1[CH:11]=[C:10]([CH:15]=[CH:14][C:13]=1[O:16][CH2:17][C:18]1[CH:19]=[N:20][C:21]([O:24][CH3:25])=[CH:22][CH:23]=1)[CH2:9][N:6]1[C:5]2[CH:28]=[CH:29][C:2]([N:34]3[CH2:35][CH2:36][N:31]([CH3:30])[CH2:32][CH2:33]3)=[CH:3][C:4]=2[N:8]=[CH:7]1. The yield is 0.190. (4) The reactants are [Br-:1].[Br-].[Br-].C([N+](CCCC)(CCCC)CCCC)CCC.C([N+](CCCC)(CCCC)CCCC)CCC.C([N+](CCCC)(CCCC)CCCC)CCC.[CH2:55]([C:57]1[CH:62]=[CH:61][CH:60]=[CH:59][C:58]=1[OH:63])[CH3:56]. The catalyst is C(Cl)(Cl)Cl. The product is [Br:1][C:61]1[CH:60]=[CH:59][C:58]([OH:63])=[C:57]([CH2:55][CH3:56])[CH:62]=1. The yield is 0.980.